Dataset: Full USPTO retrosynthesis dataset with 1.9M reactions from patents (1976-2016). Task: Predict the reactants needed to synthesize the given product. Given the product [C:51]([NH:1][C:2]1[CH:3]=[C:4]([N:8]([C:16]2([C:40]([O:42][CH3:43])=[O:41])[CH2:21][CH2:20][N:19]([CH2:22][CH:23]([C:34]3[CH:35]=[CH:36][CH:37]=[CH:38][CH:39]=3)[C:24]([O:26][CH2:27][C:28]3[CH:29]=[CH:30][CH:31]=[CH:32][CH:33]=3)=[O:25])[CH2:18][CH2:17]2)[C:9]([C:11]2[O:12][CH:13]=[CH:14][CH:15]=2)=[O:10])[CH:5]=[CH:6][CH:7]=1)(=[O:53])[CH3:52], predict the reactants needed to synthesize it. The reactants are: [NH2:1][C:2]1[CH:3]=[C:4]([N:8]([C:16]2([C:40]([O:42][CH3:43])=[O:41])[CH2:21][CH2:20][N:19]([CH2:22][CH:23]([C:34]3[CH:39]=[CH:38][CH:37]=[CH:36][CH:35]=3)[C:24]([O:26][CH2:27][C:28]3[CH:33]=[CH:32][CH:31]=[CH:30][CH:29]=3)=[O:25])[CH2:18][CH2:17]2)[C:9]([C:11]2[O:12][CH:13]=[CH:14][CH:15]=2)=[O:10])[CH:5]=[CH:6][CH:7]=1.C(N(CC)CC)C.[C:51](OC(=O)C)(=[O:53])[CH3:52].C(=O)([O-])O.[Na+].